This data is from Full USPTO retrosynthesis dataset with 1.9M reactions from patents (1976-2016). The task is: Predict the reactants needed to synthesize the given product. (1) The reactants are: [C:1]([C:5]1[O:9][C:8]([NH:10][C:11]2[CH:12]=[CH:13][CH:14]=[C:15]3[C:20]=2[CH2:19][C:18](=[O:21])[CH2:17][CH2:16]3)=[N:7][CH:6]=1)([CH3:4])([CH3:3])[CH3:2].FC(F)(F)C1C=CC(C2OC(NC3C=CC=C4C=3CC(=O)CC4)=NC=2)=CC=1. Given the product [C:1]([C:5]1[O:9][C:8]([NH:10][C:11]2[CH:12]=[CH:13][CH:14]=[C:15]3[C:20]=2[CH2:19][CH:18]([OH:21])[CH2:17][CH2:16]3)=[N:7][CH:6]=1)([CH3:4])([CH3:2])[CH3:3], predict the reactants needed to synthesize it. (2) The reactants are: [NH2:1][CH2:2][CH2:3][C@@H:4]1[C@@H:12]([C@@:13]2([CH3:21])[CH2:18][CH2:17][C@H:16]([OH:19])[CH2:15][C@@H:14]2[OH:20])[CH2:11][CH2:10][C@@:9]2([CH3:22])[C@H:5]1[CH2:6][CH2:7][C:8]2=[CH2:23].[CH:24](=O)[C:25]1[CH:30]=[CH:29][C:28]([O:31][CH3:32])=[CH:27][CH:26]=1.[O-]S([O-])(=O)=O.[Mg+2].[BH4-].[Na+]. Given the product [CH3:32][O:31][C:28]1[CH:29]=[CH:30][C:25]([CH2:24][NH:1][CH2:2][CH2:3][C@@H:4]2[C@@H:12]([C@@:13]3([CH3:21])[CH2:18][CH2:17][C@H:16]([OH:19])[CH2:15][C@@H:14]3[OH:20])[CH2:11][CH2:10][C@@:9]3([CH3:22])[C@H:5]2[CH2:6][CH2:7][C:8]3=[CH2:23])=[CH:26][CH:27]=1, predict the reactants needed to synthesize it. (3) Given the product [CH2:15]([NH:22][C:4]1[N:3]=[C:2]([Cl:1])[N:10]=[C:9]2[C:5]=1[N:6]=[CH:7][N:8]2[CH2:11][CH2:12][CH3:13])[C:16]1[CH:21]=[CH:20][CH:19]=[CH:18][CH:17]=1, predict the reactants needed to synthesize it. The reactants are: [Cl:1][C:2]1[N:10]=[C:9]2[C:5]([N:6]=[CH:7][N:8]2[CH2:11][CH2:12][CH3:13])=[C:4](Cl)[N:3]=1.[CH2:15]([NH2:22])[C:16]1[CH:21]=[CH:20][CH:19]=[CH:18][CH:17]=1.C(N(CC)CC)C. (4) Given the product [CH2:1]([O:3][C:4](=[O:18])[CH:5]([O:15][CH2:16][CH3:17])[CH2:6][C:7]1[CH:12]=[CH:11][C:10]([O:13][CH2:32][CH2:31][CH2:30][C:28]2[N:29]=[C:25]([C:19]3[CH:24]=[CH:23][CH:22]=[CH:21][CH:20]=3)[S:26][CH:27]=2)=[C:9]([F:14])[CH:8]=1)[CH3:2], predict the reactants needed to synthesize it. The reactants are: [CH2:1]([O:3][C:4](=[O:18])[CH:5]([O:15][CH2:16][CH3:17])[CH2:6][C:7]1[CH:12]=[CH:11][C:10]([OH:13])=[C:9]([F:14])[CH:8]=1)[CH3:2].[C:19]1([C:25]2[S:26][CH:27]=[C:28]([CH2:30][CH2:31][CH2:32]O)[N:29]=2)[CH:24]=[CH:23][CH:22]=[CH:21][CH:20]=1.C1(P(C2C=CC=CC=2)C2C=CC=CC=2)C=CC=CC=1.N(C(OCC)=O)=NC(OCC)=O. (5) Given the product [C:17]([N:21]1[C:8]([CH3:10])=[C:7]([C:11]([O:13][CH2:14][CH3:15])=[O:12])[CH:6]=[N:22]1)([CH3:20])([CH3:19])[CH3:18], predict the reactants needed to synthesize it. The reactants are: CCN(/[CH:6]=[C:7](/[C:11]([O:13][CH2:14][CH3:15])=[O:12])\[C:8]([CH3:10])=O)CC.Cl.[C:17]([NH:21][NH2:22])([CH3:20])([CH3:19])[CH3:18]. (6) The reactants are: [NH2:1][C:2]1[CH:7]=[C:6]([C:8]2[CH:44]=[C:43]([C:45]([F:48])([F:47])[F:46])[CH:42]=[CH:41][C:9]=2[O:10][C:11]2[C:16]([Cl:17])=[CH:15][C:14]([S:18]([N:21](CC3C=CC(OC)=CC=3OC)[C:22]3[N:27]=[CH:26][C:25]([F:28])=[CH:24][N:23]=3)(=[O:20])=[O:19])=[C:13]([F:40])[CH:12]=2)[CH:5]=[CH:4][N:3]=1.Cl.[CH3:50][C:51]1[CH:56]=[CH:55][C:54]([S:57]([OH:60])(=[O:59])=[O:58])=[CH:53][CH:52]=1. Given the product [CH3:50][C:51]1[CH:52]=[CH:53][C:54]([S:57]([OH:60])(=[O:59])=[O:58])=[CH:55][CH:56]=1.[NH2:1][C:2]1[CH:7]=[C:6]([C:8]2[CH:44]=[C:43]([C:45]([F:47])([F:48])[F:46])[CH:42]=[CH:41][C:9]=2[O:10][C:11]2[C:16]([Cl:17])=[CH:15][C:14]([S:18]([NH:21][C:22]3[N:23]=[CH:24][C:25]([F:28])=[CH:26][N:27]=3)(=[O:20])=[O:19])=[C:13]([F:40])[CH:12]=2)[CH:5]=[CH:4][N:3]=1, predict the reactants needed to synthesize it. (7) Given the product [Si:16]([O:23][N:24]=[C:25]1[C:33]2[C:28](=[CH:29][C:30]([NH:1][C:2]3[C:6]4[CH:7]=[N:8][CH:9]=[CH:10][C:5]=4[S:4][C:3]=3[C:11]([O:13][CH2:14][CH3:15])=[O:12])=[CH:31][CH:32]=2)[CH2:27][CH2:26]1)([C:19]([CH3:22])([CH3:21])[CH3:20])([CH3:18])[CH3:17], predict the reactants needed to synthesize it. The reactants are: [NH2:1][C:2]1[C:6]2[CH:7]=[N:8][CH:9]=[CH:10][C:5]=2[S:4][C:3]=1[C:11]([O:13][CH2:14][CH3:15])=[O:12].[Si:16]([O:23][N:24]=[C:25]1[C:33]2[C:28](=[CH:29][C:30](Br)=[CH:31][CH:32]=2)[CH2:27][CH2:26]1)([C:19]([CH3:22])([CH3:21])[CH3:20])([CH3:18])[CH3:17].C([O-])([O-])=O.[Cs+].[Cs+]. (8) The reactants are: N(OC(C)(C)C)=O.[Br:8][C:9]1[C:10]([CH3:26])=[C:11]([C:16]2[CH:21]=[CH:20][CH:19]=[C:18]([C:22]([F:25])([F:24])[F:23])[CH:17]=2)[C:12](N)=[N:13][CH:14]=1.[ClH:27]. Given the product [Br:8][C:9]1[C:10]([CH3:26])=[C:11]([C:16]2[CH:21]=[CH:20][CH:19]=[C:18]([C:22]([F:25])([F:24])[F:23])[CH:17]=2)[C:12]([Cl:27])=[N:13][CH:14]=1, predict the reactants needed to synthesize it.